Task: Predict the reaction yield, written as a fraction of the theoretical maximum amount of product (1.0 means a 100% yield; for example, 0.34 means a 34% yield).. Dataset: Reaction yield outcomes from USPTO patents with 853,638 reactions (1) The reactants are Br[C:2]1[N:3]=[C:4]2[C:10]([C:11]([NH:13][C:14]([CH3:17])([CH3:16])[CH3:15])=[O:12])=[CH:9][N:8]([CH2:18][O:19][CH2:20][CH2:21][Si:22]([CH3:25])([CH3:24])[CH3:23])[C:5]2=[N:6][CH:7]=1.Cl.Cl.[CH3:28][N:29]1[C:33]([CH3:34])=[C:32]([NH2:35])[CH:31]=[N:30]1.C1C=CC(P(C2C(C3C(P(C4C=CC=CC=4)C4C=CC=CC=4)=CC=C4C=3C=CC=C4)=C3C(C=CC=C3)=CC=2)C2C=CC=CC=2)=CC=1. The catalyst is CN(C=O)C.C1(C)C=CC=CC=1.O.C([O-])(=O)C.[Pd+2].C([O-])(=O)C.CC(C)([O-])C.[Na+]. The product is [C:14]([NH:13][C:11]([C:10]1[C:4]2[C:5](=[N:6][CH:7]=[C:2]([NH:35][C:32]3[CH:31]=[N:30][N:29]([CH3:28])[C:33]=3[CH3:34])[N:3]=2)[N:8]([CH2:18][O:19][CH2:20][CH2:21][Si:22]([CH3:25])([CH3:24])[CH3:23])[CH:9]=1)=[O:12])([CH3:17])([CH3:16])[CH3:15]. The yield is 0.280. (2) The reactants are [O:1]=[C:2]1[S:6][C:5]([C:7]2[CH:15]=[CH:14][C:10]([C:11](O)=[O:12])=[CH:9][CH:8]=2)=[C:4]([C:16]2[CH:21]=[CH:20][C:19]([S:22]([OH:25])(=[O:24])=[O:23])=[CH:18][CH:17]=2)[S:3]1.[CH:26]([NH2:29])([CH3:28])[CH3:27].Cl.C(N=C=NCCCN(C)C)C.O.OC1C2N=NNC=2C=CC=1.CCN(CC)CC. The catalyst is CN(C)C=O. The product is [CH:26]([NH:29][C:11]([C:10]1[CH:14]=[CH:15][C:7]([C:5]2[S:6][C:2](=[O:1])[S:3][C:4]=2[C:16]2[CH:21]=[CH:20][C:19]([S:22]([OH:25])(=[O:23])=[O:24])=[CH:18][CH:17]=2)=[CH:8][CH:9]=1)=[O:12])([CH3:28])[CH3:27]. The yield is 0.390. (3) The reactants are [CH3:1][O:2][C:3]1[CH:8]=[CH:7][N:6]([C:9]2[CH:14]=[CH:13][C:12]([F:15])=[CH:11][CH:10]=2)[C:5](=[O:16])[C:4]=1[C:17]([O:19]C)=[O:18].Cl. The catalyst is C(O)C. The product is [CH3:1][O:2][C:3]1[CH:8]=[CH:7][N:6]([C:9]2[CH:14]=[CH:13][C:12]([F:15])=[CH:11][CH:10]=2)[C:5](=[O:16])[C:4]=1[C:17]([OH:19])=[O:18]. The yield is 0.520. (4) The reactants are [Br:1][C:2]1[CH:3]=[C:4]2[C:9](=[CH:10][CH:11]=1)[N:8]=[C:7]([CH3:12])[C:6]([C:13](O)=[O:14])=[C:5]2[C:16]1[CH:21]=[CH:20][C:19]([F:22])=[CH:18][CH:17]=1.CN(C(ON1N=[N:38][C:33]2C=[CH:35][CH:36]=[CH:37][C:32]1=2)=[N+](C)C)C.[B-](F)(F)(F)F.CCN(C(C)C)C(C)C.N1CCCCC1.Cl. The catalyst is CN(C=O)C. The product is [Br:1][C:2]1[CH:3]=[C:4]2[C:9](=[CH:10][CH:11]=1)[N:8]=[C:7]([CH3:12])[C:6]([C:13]([N:38]1[CH2:35][CH2:36][CH2:37][CH2:32][CH2:33]1)=[O:14])=[C:5]2[C:16]1[CH:17]=[CH:18][C:19]([F:22])=[CH:20][CH:21]=1. The yield is 0.760. (5) The reactants are [NH2:1][C:2]1([CH2:8][OH:9])[CH2:7][CH2:6][CH2:5][CH2:4][CH2:3]1.C(N(CC)CC)C.[CH:17]([Si:20](Cl)([CH:24]([CH3:26])[CH3:25])[CH:21]([CH3:23])[CH3:22])([CH3:19])[CH3:18]. The catalyst is C(Cl)Cl. The product is [CH:17]([Si:20]([CH:24]([CH3:26])[CH3:25])([CH:21]([CH3:23])[CH3:22])[O:9][CH2:8][C:2]1([NH2:1])[CH2:7][CH2:6][CH2:5][CH2:4][CH2:3]1)([CH3:19])[CH3:18]. The yield is 0.930. (6) The reactants are [Br:1][C:2]1[CH:7]=[C:6]([C:8]([CH3:11])([CH3:10])[CH3:9])[CH:5]=[CH:4][C:3]=1[NH2:12].[N+:13]([O-])([O-:15])=[O:14].[K+]. The catalyst is OS(O)(=O)=O. The product is [Br:1][C:2]1[CH:7]=[C:6]([C:8]([CH3:9])([CH3:11])[CH3:10])[C:5]([N+:13]([O-:15])=[O:14])=[CH:4][C:3]=1[NH2:12]. The yield is 0.780. (7) The reactants are Br[C:2]1[CH:3]=[CH:4][C:5]([C:13]([OH:15])=[O:14])=[N:6][C:7]=1[O:8][CH2:9][CH:10]1[CH2:12][CH2:11]1.[NH:16]1[CH:20]=[CH:19][C:18](B(O)O)=[N:17]1.C(=O)([O-])[O-].[Na+].[Na+].O. The catalyst is CN(C=O)C.C(Cl)Cl.[Pd](Cl)Cl.C1(P(C2C=CC=CC=2)[C-]2C=CC=C2)C=CC=CC=1.[C-]1(P(C2C=CC=CC=2)C2C=CC=CC=2)C=CC=C1.[Fe+2]. The product is [CH:10]1([CH2:9][O:8][C:7]2[N:6]=[C:5]([C:13]([OH:15])=[O:14])[CH:4]=[CH:3][C:2]=2[C:20]2[CH:19]=[CH:18][NH:17][N:16]=2)[CH2:12][CH2:11]1. The yield is 0.603. (8) The reactants are [F:1][C:2]([F:19])([F:18])[C:3]1([C:14]([F:17])([F:16])[F:15])[C:8]2[CH:9]=[CH:10][CH:11]=[CH:12][C:7]=2[NH:6][C:5](=[O:13])[O:4]1.C([O-])(=O)C.[K+].[Br:25]Br. The catalyst is C(O)(=O)C.[Cl-].[Na+].O. The product is [Br:25][C:10]1[CH:11]=[CH:12][C:7]2[NH:6][C:5](=[O:13])[O:4][C:3]([C:14]([F:17])([F:16])[F:15])([C:2]([F:1])([F:18])[F:19])[C:8]=2[CH:9]=1. The yield is 0.570.